From a dataset of NCI-60 drug combinations with 297,098 pairs across 59 cell lines. Regression. Given two drug SMILES strings and cell line genomic features, predict the synergy score measuring deviation from expected non-interaction effect. (1) Drug 1: COC1=C(C=C2C(=C1)N=CN=C2NC3=CC(=C(C=C3)F)Cl)OCCCN4CCOCC4. Drug 2: CC1OCC2C(O1)C(C(C(O2)OC3C4COC(=O)C4C(C5=CC6=C(C=C35)OCO6)C7=CC(=C(C(=C7)OC)O)OC)O)O. Cell line: SF-268. Synergy scores: CSS=32.3, Synergy_ZIP=7.96, Synergy_Bliss=8.99, Synergy_Loewe=8.64, Synergy_HSA=10.7. (2) Drug 1: CC12CCC(CC1=CCC3C2CCC4(C3CC=C4C5=CN=CC=C5)C)O. Drug 2: COC1=NC(=NC2=C1N=CN2C3C(C(C(O3)CO)O)O)N. Cell line: SW-620. Synergy scores: CSS=0.593, Synergy_ZIP=-0.568, Synergy_Bliss=-2.29, Synergy_Loewe=-5.42, Synergy_HSA=-4.17. (3) Drug 1: C1CC(=O)NC(=O)C1N2C(=O)C3=CC=CC=C3C2=O. Drug 2: C(CCl)NC(=O)N(CCCl)N=O. Cell line: UACC-257. Synergy scores: CSS=5.11, Synergy_ZIP=0.527, Synergy_Bliss=3.63, Synergy_Loewe=0.178, Synergy_HSA=1.10.